This data is from Peptide-MHC class II binding affinity with 134,281 pairs from IEDB. The task is: Regression. Given a peptide amino acid sequence and an MHC pseudo amino acid sequence, predict their binding affinity value. This is MHC class II binding data. (1) The peptide sequence is HFFLFLLYILFLVKM. The MHC is DRB1_1501 with pseudo-sequence DRB1_1501. The binding affinity (normalized) is 0. (2) The peptide sequence is YVGHDEFDAFVAYHI. The MHC is HLA-DQA10401-DQB10402 with pseudo-sequence HLA-DQA10401-DQB10402. The binding affinity (normalized) is 0.637. (3) The peptide sequence is AAEVLVVLSELPDFL. The MHC is HLA-DQA10201-DQB10301 with pseudo-sequence HLA-DQA10201-DQB10301. The binding affinity (normalized) is 0.299. (4) The peptide sequence is AAFSRMLSLFFRQHI. The MHC is HLA-DPA10201-DPB11401 with pseudo-sequence HLA-DPA10201-DPB11401. The binding affinity (normalized) is 0.217. (5) The peptide sequence is KISGEWYSIFLASDVK. The MHC is HLA-DPA10201-DPB10101 with pseudo-sequence HLA-DPA10201-DPB10101. The binding affinity (normalized) is 0.775. (6) The binding affinity (normalized) is 0.763. The peptide sequence is GSLQIVDKIDAAFKI. The MHC is DRB1_0701 with pseudo-sequence DRB1_0701. (7) The peptide sequence is LLQGILQIDDTAADV. The MHC is DRB1_0301 with pseudo-sequence DRB1_0301. The binding affinity (normalized) is 0.